This data is from NCI-60 drug combinations with 297,098 pairs across 59 cell lines. The task is: Regression. Given two drug SMILES strings and cell line genomic features, predict the synergy score measuring deviation from expected non-interaction effect. (1) Drug 1: C1=CC=C(C(=C1)C(C2=CC=C(C=C2)Cl)C(Cl)Cl)Cl. Drug 2: CC12CCC3C(C1CCC2OP(=O)(O)O)CCC4=C3C=CC(=C4)OC(=O)N(CCCl)CCCl.[Na+]. Cell line: NCI-H522. Synergy scores: CSS=9.62, Synergy_ZIP=-6.96, Synergy_Bliss=-6.58, Synergy_Loewe=-13.4, Synergy_HSA=-6.08. (2) Drug 1: CN1CCC(CC1)COC2=C(C=C3C(=C2)N=CN=C3NC4=C(C=C(C=C4)Br)F)OC. Drug 2: CS(=O)(=O)C1=CC(=C(C=C1)C(=O)NC2=CC(=C(C=C2)Cl)C3=CC=CC=N3)Cl. Cell line: MOLT-4. Synergy scores: CSS=20.5, Synergy_ZIP=4.27, Synergy_Bliss=13.7, Synergy_Loewe=9.38, Synergy_HSA=12.6. (3) Drug 1: C1C(C(OC1N2C=NC3=C(N=C(N=C32)Cl)N)CO)O. Drug 2: C1C(C(OC1N2C=NC(=NC2=O)N)CO)O. Cell line: SW-620. Synergy scores: CSS=35.2, Synergy_ZIP=-0.0891, Synergy_Bliss=1.89, Synergy_Loewe=5.73, Synergy_HSA=7.48. (4) Drug 1: CC(C)(C#N)C1=CC(=CC(=C1)CN2C=NC=N2)C(C)(C)C#N. Drug 2: CC1=C2C(C(=O)C3(C(CC4C(C3C(C(C2(C)C)(CC1OC(=O)C(C(C5=CC=CC=C5)NC(=O)OC(C)(C)C)O)O)OC(=O)C6=CC=CC=C6)(CO4)OC(=O)C)O)C)O. Cell line: HT29. Synergy scores: CSS=-10.4, Synergy_ZIP=18.1, Synergy_Bliss=11.8, Synergy_Loewe=-12.2, Synergy_HSA=-11.2. (5) Drug 1: CC(CN1CC(=O)NC(=O)C1)N2CC(=O)NC(=O)C2. Drug 2: C1C(C(OC1N2C=NC3=C2NC=NCC3O)CO)O. Cell line: SF-268. Synergy scores: CSS=14.4, Synergy_ZIP=-1.43, Synergy_Bliss=4.23, Synergy_Loewe=-0.103, Synergy_HSA=3.27. (6) Synergy scores: CSS=3.13, Synergy_ZIP=-1.64, Synergy_Bliss=-1.19, Synergy_Loewe=0.631, Synergy_HSA=0.476. Cell line: TK-10. Drug 2: C1CN(P(=O)(OC1)NCCCl)CCCl. Drug 1: CC(C)(C#N)C1=CC(=CC(=C1)CN2C=NC=N2)C(C)(C)C#N. (7) Drug 1: C1C(C(OC1N2C=NC3=C(N=C(N=C32)Cl)N)CO)O. Drug 2: C1=CN(C=N1)CC(O)(P(=O)(O)O)P(=O)(O)O. Cell line: CAKI-1. Synergy scores: CSS=28.8, Synergy_ZIP=-3.42, Synergy_Bliss=-3.66, Synergy_Loewe=-28.0, Synergy_HSA=-4.17.